Dataset: Catalyst prediction with 721,799 reactions and 888 catalyst types from USPTO. Task: Predict which catalyst facilitates the given reaction. Reactant: [NH2:1][C:2]1[CH:24]=[CH:23][C:5]([O:6][C:7]2[C:16]3[C:11](=[CH:12][C:13]([O:21][CH3:22])=[C:14]([C:17](OC)=[O:18])[CH:15]=3)[N:10]=[CH:9][CH:8]=2)=[CH:4][C:3]=1[CH3:25].[CH2:26]([N:28](CC)CC)[CH3:27].[F:33][P-](F)(F)(F)(F)[F:33].[N:40]1([P+](N(C)C)(N(C)C)N(C)C)[C:44]2[CH:45]=[CH:46][CH:46]=[CH:45][C:44]=2[N:40]=N1.O.CN(C)[CH:62]=[O:63]. Product: [F:33][CH2:27][CH2:26][NH:28][C:17]([C:14]1[CH:15]=[C:16]2[C:11](=[CH:12][C:13]=1[O:21][CH3:22])[N:10]=[CH:9][CH:8]=[C:7]2[O:6][C:5]1[CH:23]=[CH:24][C:2]([NH:1][C:62]([NH:40][CH:44]2[CH2:45][CH2:46]2)=[O:63])=[C:3]([CH3:25])[CH:4]=1)=[O:18]. The catalyst class is: 362.